This data is from Catalyst prediction with 721,799 reactions and 888 catalyst types from USPTO. The task is: Predict which catalyst facilitates the given reaction. (1) The catalyst class is: 50. Reactant: [F:1][C:2]([F:21])([F:20])[C:3]([N:5]1[CH2:10][CH2:9][N:8]([C:11]2[CH:16]=[CH:15][CH:14]=[CH:13][C:12]=2[N+:17]([O-])=O)[CH2:7][CH2:6]1)=[O:4]. Product: [F:21][C:2]([F:1])([F:20])[C:3]([N:5]1[CH2:6][CH2:7][N:8]([C:11]2[CH:16]=[CH:15][CH:14]=[CH:13][C:12]=2[NH2:17])[CH2:9][CH2:10]1)=[O:4]. (2) Reactant: [CH3:1][N:2]([CH3:12])[C:3]1[CH:8]=[CH:7][CH:6]=[C:5]([N+:9]([O-])=O)[CH:4]=1. Product: [CH3:1][N:2]([CH3:12])[C:3]1[CH:8]=[CH:7][CH:6]=[C:5]([NH2:9])[CH:4]=1. The catalyst class is: 409.